This data is from Catalyst prediction with 721,799 reactions and 888 catalyst types from USPTO. The task is: Predict which catalyst facilitates the given reaction. (1) Reactant: [Cl:1][C:2]1[CH:7]=[C:6]([N:8]2[CH2:13][CH2:12][O:11][CH2:10][CH2:9]2)[N:5]=[C:4]([NH:14][C:15]2[N:20]=[C:19]([N:21]([C:23]3[CH:28]=[C:27]([CH2:29][O:30][Si](C)(C)C(C)(C)C)[CH:26]=[CH:25][C:24]=3[CH3:38])[CH3:22])[CH:18]=[CH:17][N:16]=2)[CH:3]=1.Cl. Product: [Cl:1][C:2]1[CH:7]=[C:6]([N:8]2[CH2:13][CH2:12][O:11][CH2:10][CH2:9]2)[N:5]=[C:4]([NH:14][C:15]2[N:20]=[C:19]([N:21]([CH3:22])[C:23]3[CH:28]=[C:27]([CH2:29][OH:30])[CH:26]=[CH:25][C:24]=3[CH3:38])[CH:18]=[CH:17][N:16]=2)[CH:3]=1. The catalyst class is: 5. (2) Reactant: [NH2:1][C:2]1[C:7]([C:8]#[N:9])=[CH:6][C:5]([C:10]2[CH:11]=[N:12][CH:13]=[CH:14][C:15]=2OC)=[C:4]([C:18]2[O:19][CH:20]=[CH:21][CH:22]=2)[N:3]=1.Br.[OH-:24].[Na+]. Product: [NH2:1][C:2]1[N:3]=[C:4]([C:18]2[O:19][CH:20]=[CH:21][CH:22]=2)[C:5]([C:10]2[CH:15]=[CH:14][C:13](=[O:24])[NH:12][CH:11]=2)=[CH:6][C:7]=1[C:8]#[N:9]. The catalyst class is: 15.